Dataset: Catalyst prediction with 721,799 reactions and 888 catalyst types from USPTO. Task: Predict which catalyst facilitates the given reaction. (1) Reactant: B(Cl)(Cl)Cl.[CH2:5]([O:7][C:8]([C:10]1[S:35][C:13]2[N:14]=[C:15]([NH2:34])[N:16]=[C:17]([C:18]3[CH:23]=[C:22]([O:24]CC4C=CC=CC=4)[C:21]([Cl:32])=[CH:20][C:19]=3[Cl:33])[C:12]=2[CH:11]=1)=[O:9])[CH3:6].C(=O)=O.CC(C)=O.CO. Product: [CH2:5]([O:7][C:8]([C:10]1[S:35][C:13]2[N:14]=[C:15]([NH2:34])[N:16]=[C:17]([C:18]3[CH:23]=[C:22]([OH:24])[C:21]([Cl:32])=[CH:20][C:19]=3[Cl:33])[C:12]=2[CH:11]=1)=[O:9])[CH3:6]. The catalyst class is: 4. (2) Reactant: [O:1]=[S:2](Cl)Cl.[Br:5][C:6]1[CH:7]=[C:8]([C:12]([NH:16][C:17](=[O:23])[O:18][C:19]([CH3:22])([CH3:21])[CH3:20])([CH3:15])[CH2:13][OH:14])[CH:9]=[CH:10][CH:11]=1.N1C=CC=CC=1. Product: [C:19]([O:18][C:17]([N:16]1[C:12]([C:8]2[CH:9]=[CH:10][CH:11]=[C:6]([Br:5])[CH:7]=2)([CH3:15])[CH2:13][O:14][S:2]1=[O:1])=[O:23])([CH3:20])([CH3:21])[CH3:22]. The catalyst class is: 23. (3) Reactant: [Cl:1][C:2]1[C:3]2[C:10]([CH:11]=O)=[CH:9][NH:8][C:4]=2[N:5]=[CH:6][N:7]=1.Cl.[NH2:14][OH:15].[OH-].[Na+]. Product: [Cl:1][C:2]1[C:3]2[C:10]([CH:11]=[N:14][OH:15])=[CH:9][NH:8][C:4]=2[N:5]=[CH:6][N:7]=1. The catalyst class is: 88. (4) Reactant: [OH:1][C:2]1[CH:7]=[CH:6][C:5]([C:8]([C:11]2[CH:16]=[CH:15][C:14]([OH:17])=[CH:13][CH:12]=2)([CH3:10])[CH3:9])=[CH:4][CH:3]=1.C([O-])([O-])=O.[K+].[K+].[CH2:24](Br)[CH:25]=[CH2:26]. Product: [CH2:26]([O:1][C:2]1[CH:3]=[CH:4][C:5]([C:8]([C:11]2[CH:12]=[CH:13][C:14]([OH:17])=[CH:15][CH:16]=2)([CH3:10])[CH3:9])=[CH:6][CH:7]=1)[CH:25]=[CH2:24]. The catalyst class is: 21. (5) Reactant: [CH3:1][S:2]([N:5]1[CH2:10][CH2:9][CH2:8][CH:7]([CH2:11][NH:12][C:13]([C:15]2[C:23]3[C:18](=[N:19][CH:20]=[C:21]([CH:24]4[CH2:26][CH2:25]4)[N:22]=3)[N:17](COCC[Si](C)(C)C)[CH:16]=2)=[O:14])[CH2:6]1)(=[O:4])=[O:3].FC(F)(F)C(O)=O.C(N)CN.O. Product: [CH3:1][S:2]([N:5]1[CH2:10][CH2:9][CH2:8][CH:7]([CH2:11][NH:12][C:13]([C:15]2[C:23]3[C:18](=[N:19][CH:20]=[C:21]([CH:24]4[CH2:25][CH2:26]4)[N:22]=3)[NH:17][CH:16]=2)=[O:14])[CH2:6]1)(=[O:4])=[O:3]. The catalyst class is: 91. (6) Reactant: C1(P(C2C=CC=CC=2)C2C=CC=CC=2)C=CC=CC=1.[C:20]([C:23]1[CH:24]=[CH:25][C:26]([O:31][CH2:32][C:33]([CH2:35]I)=[CH2:34])=[C:27]([CH:30]=1)[CH:28]=O)(=[O:22])[CH3:21].C[O-].[Na+].O. Product: [CH2:34]=[C:33]1[CH:35]=[CH:28][C:27]2[CH:30]=[C:23]([C:20](=[O:22])[CH3:21])[CH:24]=[CH:25][C:26]=2[O:31][CH2:32]1. The catalyst class is: 382. (7) Reactant: [CH3:1][CH:2]([C:4]1[CH:18]=[CH:17][C:7]([O:8][CH2:9][C:10]2[C:11]([NH2:16])=[N:12][CH:13]=[CH:14][CH:15]=2)=[CH:6][CH:5]=1)[CH3:3].C1COCC1.[H-].[Na+].Cl[CH2:27][CH2:28][S:29](Cl)(=[O:31])=[O:30]. Product: [CH3:3][CH:2]([C:4]1[CH:18]=[CH:17][C:7]([O:8][CH2:9][C:10]2[C:11]3=[N:16][S:29](=[O:31])(=[O:30])[CH2:28][CH2:27][N:12]3[CH:13]=[CH:14][CH:15]=2)=[CH:6][CH:5]=1)[CH3:1]. The catalyst class is: 6.